This data is from Catalyst prediction with 721,799 reactions and 888 catalyst types from USPTO. The task is: Predict which catalyst facilitates the given reaction. (1) Reactant: [C:1]([S:4][C:5]1[CH:13]=[CH:12][C:8]([C:9](O)=[O:10])=[CH:7][CH:6]=1)(=[O:3])[CH3:2]. Product: [C:1](=[O:3])([S:4][C:5]1[CH:13]=[CH:12][C:8]([CH2:9][OH:10])=[CH:7][CH:6]=1)[CH3:2]. The catalyst class is: 1. (2) Reactant: [CH3:1][O:2][C:3]1[CH:23]=[CH:22][C:6]([CH2:7][O:8][CH2:9][C:10]2[CH:11]=[C:12]3[CH:18]=[C:17]([C:19]([OH:21])=O)[O:16][C:13]3=[N:14][CH:15]=2)=[CH:5][CH:4]=1.[Br:24][C:25]1[C:26]([NH2:31])=[N:27][CH:28]=[CH:29][CH:30]=1.CN1CCOCC1.F[P-](F)(F)(F)(F)F.CN(C)C(Cl)=[N+](C)C. Product: [Br:24][C:25]1[C:26]([NH:31][C:19]([C:17]2[O:16][C:13]3=[N:14][CH:15]=[C:10]([CH2:9][O:8][CH2:7][C:6]4[CH:5]=[CH:4][C:3]([O:2][CH3:1])=[CH:23][CH:22]=4)[CH:11]=[C:12]3[CH:18]=2)=[O:21])=[N:27][CH:28]=[CH:29][CH:30]=1. The catalyst class is: 3. (3) Reactant: [Cl:1][C:2]1[CH:7]=[CH:6][C:5]([N:8]2[C:12](=[O:13])[NH:11][N:10]=[C:9]2[C:14]2[N:18]3[CH:19]=[CH:20][CH:21]=[CH:22][C:17]3=[N:16][C:15]=2[C:23]2[CH:28]=[C:27]([Cl:29])[CH:26]=[CH:25][C:24]=2[Cl:30])=[CH:4][CH:3]=1.[H-].[Na+].[CH3:33]I. Product: [Cl:1][C:2]1[CH:3]=[CH:4][C:5]([N:8]2[C:12]([O:13][CH3:33])=[N:11][N:10]=[C:9]2[C:14]2[N:18]3[CH:19]=[CH:20][CH:21]=[CH:22][C:17]3=[N:16][C:15]=2[C:23]2[CH:28]=[C:27]([Cl:29])[CH:26]=[CH:25][C:24]=2[Cl:30])=[CH:6][CH:7]=1. The catalyst class is: 3.